This data is from Reaction yield outcomes from USPTO patents with 853,638 reactions. The task is: Predict the reaction yield, written as a fraction of the theoretical maximum amount of product (1.0 means a 100% yield; for example, 0.34 means a 34% yield). (1) The reactants are [OH:1][C:2]1[CH:3]=[C:4]2[C:8](=[CH:9][CH:10]=1)[N:7]([CH2:11][C:12]1[CH:13]=[C:14]([CH:19]=[CH:20][CH:21]=1)[C:15]([O:17][CH3:18])=[O:16])[CH:6]=[CH:5]2.C(=O)([O-])[O-].[Cs+].[Cs+].Cl[CH2:29][C:30]1[C:31]([C:38]2[C:43]([Cl:44])=[CH:42][CH:41]=[CH:40][C:39]=2[Cl:45])=[N:32][O:33][C:34]=1[CH:35]([CH3:37])[CH3:36]. The catalyst is CN(C)C=O. The product is [Cl:44][C:43]1[CH:42]=[CH:41][CH:40]=[C:39]([Cl:45])[C:38]=1[C:31]1[C:30]([CH2:29][O:1][C:2]2[CH:3]=[C:4]3[C:8](=[CH:9][CH:10]=2)[N:7]([CH2:11][C:12]2[CH:13]=[C:14]([CH:19]=[CH:20][CH:21]=2)[C:15]([O:17][CH3:18])=[O:16])[CH:6]=[CH:5]3)=[C:34]([CH:35]([CH3:37])[CH3:36])[O:33][N:32]=1. The yield is 0.710. (2) The catalyst is CCO. The product is [N+:8]([C:3]1[CH:4]=[CH:5][CH:6]=[CH:7][C:2]=1[N:22]1[CH2:21][CH2:20][CH:19]([NH:18][C:16](=[O:17])[O:15][C:12]([CH3:13])([CH3:11])[CH3:14])[CH2:24][CH2:23]1)([O-:10])=[O:9]. The yield is 1.00. The reactants are F[C:2]1[CH:7]=[CH:6][CH:5]=[CH:4][C:3]=1[N+:8]([O-:10])=[O:9].[CH3:11][C:12]([O:15][C:16]([NH:18][CH:19]1[CH2:24][CH2:23][NH:22][CH2:21][CH2:20]1)=[O:17])([CH3:14])[CH3:13]. (3) The yield is 0.737. The reactants are [C:1]1([OH:7])[CH:6]=[CH:5][CH:4]=[CH:3][CH:2]=1.[NH2:8][C:9]1C=CC=C[CH:10]=1.C=O. No catalyst specified. The product is [O:7]1[C:1]2[CH:6]=[CH:5][CH:4]=[CH:3][C:2]=2[CH:10]=[CH:9][NH:8]1. (4) The reactants are C(N(CC)C(C)C)(C)C.[CH3:10][NH:11][C:12](=[O:25])[O:13][CH2:14][C:15]1[CH:20]=[C:19]([C:21](=O)[CH3:22])[CH:18]=[CH:17][C:16]=1[Cl:24].[NH2:26][OH:27]. The catalyst is C(O)C. The product is [CH3:10][NH:11][C:12](=[O:25])[O:13][CH2:14][C:15]1[CH:20]=[C:19](/[C:21](/[CH3:22])=[N:26]/[OH:27])[CH:18]=[CH:17][C:16]=1[Cl:24]. The yield is 0.730. (5) The reactants are [Br:1][CH2:2][O:3][CH3:4].[CH2:5]([P:9]([CH2:14][CH2:15][CH2:16][CH3:17])[CH2:10][CH2:11][CH2:12][CH3:13])[CH2:6][CH2:7][CH3:8]. The catalyst is CCCCCC. The product is [Br-:1].[CH2:14]([P+:9]([CH2:5][CH2:6][CH2:7][CH3:8])([CH2:10][CH2:11][CH2:12][CH3:13])[CH2:2][O:3][CH3:4])[CH2:15][CH2:16][CH3:17]. The yield is 0.880.